From a dataset of Catalyst prediction with 721,799 reactions and 888 catalyst types from USPTO. Predict which catalyst facilitates the given reaction. (1) Reactant: C(NC(C)C)(C)C.C([Li])CCC.[Cl:13][C:14]1[N:19]=[N:18][C:17]([O:20][CH3:21])=[C:16]([C:22]2[CH:34]=[C:33]([F:35])[CH:32]=[CH:31][C:23]=2[C:24](N(CC)CC)=[O:25])[C:15]=1[CH3:36]. Product: [Cl:13][C:14]1[C:15]2[CH:36]=[C:24]([OH:25])[C:23]3[CH:31]=[CH:32][C:33]([F:35])=[CH:34][C:22]=3[C:16]=2[C:17]([O:20][CH3:21])=[N:18][N:19]=1. The catalyst class is: 1. (2) Reactant: C([NH:4][C:5]1([CH2:18][CH3:19])[CH2:10][CH2:9][N:8]([CH2:11][C:12]2[CH:17]=[CH:16][CH:15]=[CH:14][CH:13]=2)[CH2:7][CH2:6]1)(=O)C.[OH-].[Na+]. Product: [NH2:4][C:5]1([CH2:18][CH3:19])[CH2:10][CH2:9][N:8]([CH2:11][C:12]2[CH:17]=[CH:16][CH:15]=[CH:14][CH:13]=2)[CH2:7][CH2:6]1. The catalyst class is: 33. (3) Product: [Cl:14][C:11]([F:12])([F:13])[C:10]([C:9]1[NH:22][C:20](=[O:21])[C:19]([C:18]([NH2:24])=[O:23])=[CH:7][CH:8]=1)([F:15])[F:16]. Reactant: [Na].C(O[CH:7]=[CH:8][C:9](=O)[C:10]([F:16])([F:15])[C:11]([Cl:14])([F:13])[F:12])CCC.[C:18]([NH2:24])(=[O:23])[CH2:19][C:20]([NH2:22])=[O:21]. The catalyst class is: 5. (4) Reactant: [OH:1]/[N:2]=[C:3](\[NH2:13])/[CH2:4][S:5]([C:8]1[S:9][CH:10]=[CH:11][CH:12]=1)(=[O:7])=[O:6].[O:14]1[C:18](=O)[CH2:17][CH2:16][C:15]1=[O:20]. Product: [S:9]1[CH:10]=[CH:11][CH:12]=[C:8]1[S:5]([CH2:4][C:3]1[N:13]=[C:18]([CH2:17][CH2:16][C:15]([OH:20])=[O:14])[O:1][N:2]=1)(=[O:6])=[O:7]. The catalyst class is: 9.